From a dataset of Catalyst prediction with 721,799 reactions and 888 catalyst types from USPTO. Predict which catalyst facilitates the given reaction. (1) Reactant: [C:1]([O:5][C:6](=[O:21])[NH:7][C@H:8]1[CH2:14][O:13][C:12]2[CH:15]=[CH:16][C:17]([F:19])=[CH:18][C:11]=2[NH:10][C:9]1=[O:20])([CH3:4])([CH3:3])[CH3:2].[C:22]([O-])([O-])=O.[K+].[K+].CI. Product: [C:1]([O:5][C:6](=[O:21])[NH:7][C@H:8]1[CH2:14][O:13][C:12]2[CH:15]=[CH:16][C:17]([F:19])=[CH:18][C:11]=2[N:10]([CH3:22])[C:9]1=[O:20])([CH3:4])([CH3:2])[CH3:3]. The catalyst class is: 31. (2) Reactant: [CH2:1]([N:8]1[CH2:13][CH2:12][CH:11]([C:14](O)=[O:15])[CH:10]([C:17]2[CH:21]=[CH:20][S:19][CH:18]=2)[CH2:9]1)[C:2]1[CH:7]=[CH:6][CH:5]=[CH:4][CH:3]=1.C(Cl)(=O)C([Cl:25])=O. Product: [CH2:1]([N:8]1[CH2:13][CH2:12][CH:11]([C:14]([Cl:25])=[O:15])[CH:10]([C:17]2[CH:21]=[CH:20][S:19][CH:18]=2)[CH2:9]1)[C:2]1[CH:7]=[CH:6][CH:5]=[CH:4][CH:3]=1. The catalyst class is: 59. (3) Reactant: [C:1](Cl)(=[O:6])[CH2:2][C:3](Cl)=[O:4].[CH:8]1([N:14](CCC2CC2)[C:15]([NH2:17])=[O:16])[CH2:13][CH2:12][CH2:11][CH2:10][CH2:9]1.C[CH2:24][CH2:25][CH2:26][CH2:27][CH3:28].C(OCC)(=O)C.CCCCCC. Product: [CH:8]1([N:14]2[C:3](=[O:4])[CH2:2][C:1](=[O:6])[N:17]([CH2:28][CH2:27][CH:26]3[CH2:25][CH2:24]3)[C:15]2=[O:16])[CH2:9][CH2:10][CH2:11][CH2:12][CH2:13]1. The catalyst class is: 4. (4) The catalyst class is: 4. Product: [ClH:1].[ClH:1].[Cl:1][C:2]1[CH:11]=[CH:10][C:9]2[N:8]=[CH:7][C:6](=[O:12])[N:5]3[CH:13]([CH2:16][N:17]4[CH2:18][CH2:19][CH:20]([NH:23][CH2:24][C:25]5[N:30]=[CH:29][C:28]6[O:31][CH2:32][CH2:33][O:34][C:27]=6[CH:26]=5)[CH2:21][CH2:22]4)[CH2:14][O:15][C:3]=1[C:4]=23. Reactant: [Cl:1][C:2]1[CH:11]=[CH:10][C:9]2[NH:8][CH2:7][C:6](=[O:12])[N:5]3[CH:13]([CH2:16][N:17]4[CH2:22][CH2:21][CH:20]([NH:23][CH2:24][C:25]5[N:30]=[CH:29][C:28]6[O:31][CH2:32][CH2:33][O:34][C:27]=6[CH:26]=5)[CH2:19][CH2:18]4)[CH2:14][O:15][C:3]=1[C:4]=23.